Dataset: Forward reaction prediction with 1.9M reactions from USPTO patents (1976-2016). Task: Predict the product of the given reaction. (1) Given the reactants [C:1]([N:4]1[C:13]2[C:8](=[CH:9][C:10]([C:15]3[CH:16]=[N:17][N:18]([CH:20]4[CH2:22][CH2:21]4)[CH:19]=3)=[C:11](N)[CH:12]=2)[N:7]([C:23]([O:25][CH:26]([CH3:28])[CH3:27])=[O:24])[CH2:6][C@@H:5]1[CH3:29])(=[O:3])[CH3:2].C(N1C2C(=CC(C3C=CC(S(C)(=O)=O)=CC=3)=C([F:43])C=2)N(C(OC(C)C)=O)C[C@@H]1C)(=O)C, predict the reaction product. The product is: [C:1]([N:4]1[C:13]2[C:8](=[CH:9][C:10]([C:15]3[CH:16]=[N:17][N:18]([CH:20]4[CH2:22][CH2:21]4)[CH:19]=3)=[C:11]([F:43])[CH:12]=2)[N:7]([C:23]([O:25][CH:26]([CH3:28])[CH3:27])=[O:24])[CH2:6][C@@H:5]1[CH3:29])(=[O:3])[CH3:2]. (2) Given the reactants [C:1]([O:5][C:6]([N:8]1[CH:13]([CH3:14])[CH2:12][C:11]2[NH:15][N:16]=[C:17]([OH:18])[C:10]=2[CH2:9]1)=[O:7])([CH3:4])([CH3:3])[CH3:2].[F:19][C:20]([F:39])([F:38])[S:21](N(C1C=CC=CC=1)[S:21]([C:20]([F:39])([F:38])[F:19])(=[O:23])=[O:22])(=[O:23])=[O:22], predict the reaction product. The product is: [C:1]([O:5][C:6]([N:8]1[CH:13]([CH3:14])[CH2:12][C:11]2[NH:15][N:16]=[C:17]([O:18][S:21]([C:20]([F:39])([F:38])[F:19])(=[O:23])=[O:22])[C:10]=2[CH2:9]1)=[O:7])([CH3:2])([CH3:3])[CH3:4]. (3) Given the reactants [F:1][C:2]([F:25])([C:18]1[CH:23]=[CH:22][C:21]([F:24])=[CH:20][N:19]=1)[C:3]1[N:12]=[C:11](SC)[C:10]2[C:5](=[C:6]([NH:15][CH:16]=[O:17])[CH:7]=[CH:8][CH:9]=2)[N:4]=1.ClC1C=CC=C(C(OO)=O)C=1.S([O-])([O-])(=O)=S.[Na+].[Na+].C(=O)(O)[O-].[Na+].[CH3:49][C:50]1[NH:54][N:53]=[C:52]([NH2:55])[CH:51]=1, predict the reaction product. The product is: [F:1][C:2]([F:25])([C:18]1[CH:23]=[CH:22][C:21]([F:24])=[CH:20][N:19]=1)[C:3]1[N:12]=[C:11]([NH:55][C:52]2[CH:51]=[C:50]([CH3:49])[NH:54][N:53]=2)[C:10]2[C:5](=[C:6]([NH:15][CH:16]=[O:17])[CH:7]=[CH:8][CH:9]=2)[N:4]=1.